From a dataset of Forward reaction prediction with 1.9M reactions from USPTO patents (1976-2016). Predict the product of the given reaction. Given the reactants C1(C(O)CC)C=CC=CC=1.[C:11]1([CH:17]([OH:21])[CH:18]([CH3:20])[CH3:19])[CH:16]=[CH:15][CH:14]=[CH:13][CH:12]=1.C1(C(O)CCCC)C=CC=CC=1, predict the reaction product. The product is: [C:17]([C:11]1[CH:16]=[CH:15][CH:14]=[CH:13][CH:12]=1)(=[O:21])[CH:18]([CH3:20])[CH3:19].